This data is from Catalyst prediction with 721,799 reactions and 888 catalyst types from USPTO. The task is: Predict which catalyst facilitates the given reaction. (1) Reactant: Cl.[C:2]([S:5][CH:6]1[CH2:11][CH2:10][NH:9][CH2:8]/[C:7]/1=[CH:12]\[C:13]1[CH:18]=[CH:17][CH:16]=[CH:15][CH:14]=1)(=[O:4])[CH3:3].Br[CH:20]([C:26]1[CH:31]=[CH:30][CH:29]=[CH:28][C:27]=1[F:32])[C:21]([CH:23]1[CH2:25][CH2:24]1)=[O:22].C(=O)([O-])[O-].[K+].[K+]. Product: [C:2]([S:5][CH:6]1[CH2:11][CH2:10][N:9]([CH:20]([C:26]2[CH:31]=[CH:30][CH:29]=[CH:28][C:27]=2[F:32])[C:21]([CH:23]2[CH2:24][CH2:25]2)=[O:22])[CH2:8]/[C:7]/1=[CH:12]\[C:13]1[CH:14]=[CH:15][CH:16]=[CH:17][CH:18]=1)(=[O:4])[CH3:3]. The catalyst class is: 42. (2) The catalyst class is: 190. Product: [NH2:1][CH2:4][C@@:5]1([CH2:12][C:13]([O:15][C:16]([CH3:19])([CH3:18])[CH3:17])=[O:14])[CH2:11][C@H:10]2[C@@H:6]1[CH:7]=[CH:8][CH2:9]2. Reactant: [N+:1]([CH2:4][C@@:5]1([CH2:12][C:13]([O:15][C:16]([CH3:19])([CH3:18])[CH3:17])=[O:14])[CH2:11][C@H:10]2[C@@H:6]1[CH:7]=[CH:8][CH2:9]2)([O-])=O.[Cl-].[NH4+]. (3) Reactant: [CH2:1]([N:5]1[C:9](=O)[C:8]([NH:11][C:12]2[CH:17]=[CH:16][C:15]([O:18][CH:19]([F:21])[F:20])=[CH:14][CH:13]=2)=[C:7]([C:22]2[CH:27]=[CH:26][CH:25]=[CH:24][CH:23]=2)[S:6]1(=[O:29])=[O:28])[CH2:2][CH2:3][CH3:4].COC1C=CC(P2(SP(C3C=CC(OC)=CC=3)(=S)S2)=[S:39])=CC=1. Product: [CH2:1]([N:5]1[C:9](=[S:39])[C:8]([NH:11][C:12]2[CH:17]=[CH:16][C:15]([O:18][CH:19]([F:21])[F:20])=[CH:14][CH:13]=2)=[C:7]([C:22]2[CH:27]=[CH:26][CH:25]=[CH:24][CH:23]=2)[S:6]1(=[O:29])=[O:28])[CH2:2][CH2:3][CH3:4]. The catalyst class is: 11.